Dataset: Forward reaction prediction with 1.9M reactions from USPTO patents (1976-2016). Task: Predict the product of the given reaction. (1) The product is: [NH2:42][C:37]1[CH:38]=[CH:39][CH:40]=[CH:41][C:36]=1[NH:43][C:24](=[O:25])[C:23]1[CH:27]=[CH:28][C:20]([CH2:19][NH:18][C:16]2[NH:15][N:14]=[C:13]([C:5]3[CH:4]=[C:3]([O:2][CH3:1])[C:8]([O:9][CH3:10])=[C:7]([O:11][CH3:12])[CH:6]=3)[C:17]=2[Cl:34])=[CH:21][CH:22]=1. Given the reactants [CH3:1][O:2][C:3]1[CH:4]=[C:5]([C:13]2[CH:17]=[C:16]([NH:18][CH2:19][C:20]3[CH:28]=[CH:27][C:23]([C:24](O)=[O:25])=[CH:22][CH:21]=3)[NH:15][N:14]=2)[CH:6]=[C:7]([O:11][CH3:12])[C:8]=1[O:9][CH3:10].C(Cl)Cl.O=S(Cl)[Cl:34].[C:36]1([NH2:43])[CH:41]=[CH:40][CH:39]=[CH:38][C:37]=1[NH2:42], predict the reaction product. (2) Given the reactants Br[C:2]1[CH:7]=[CH:6][C:5]([C:8]2[CH:13]=[CH:12][C:11]([O:14][CH2:15][CH2:16][CH2:17][N:18]3[CH2:23][CH2:22][CH2:21][CH2:20][CH2:19]3)=[CH:10][CH:9]=2)=[CH:4][CH:3]=1.C(N(CC)CC)C.C1(C)C=CC=CC=1P(C1C=CC=CC=1C)C1C=CC=CC=1C.[C:53]([O:57][CH2:58][CH3:59])(=[O:56])[CH:54]=[CH2:55], predict the reaction product. The product is: [CH2:58]([O:57][C:53]([CH:54]=[CH:55][C:2]1[CH:7]=[CH:6][C:5]([C:8]2[CH:13]=[CH:12][C:11]([O:14][CH2:15][CH2:16][CH2:17][N:18]3[CH2:23][CH2:22][CH2:21][CH2:20][CH2:19]3)=[CH:10][CH:9]=2)=[CH:4][CH:3]=1)=[O:56])[CH3:59]. (3) Given the reactants [CH3:1][O:2][C:3]1[CH:4]=[C:5]([C:9]2[CH:14]=[CH:13][N:12]=[C:11]([NH:15][C:16]3[CH:21]=[C:20]([N+:22]([O-])=O)[CH:19]=[CH:18][C:17]=3[CH3:25])[N:10]=2)[CH:6]=[N:7][CH:8]=1.CC1C(NC2N=C(C3C=NC=C(N4CCCC4)C=3)C=CN=2)=CC(N)=CC=1, predict the reaction product. The product is: [CH3:1][O:2][C:3]1[CH:4]=[C:5]([C:9]2[CH:14]=[CH:13][N:12]=[C:11]([NH:15][C:16]3[CH:21]=[C:20]([NH2:22])[CH:19]=[CH:18][C:17]=3[CH3:25])[N:10]=2)[CH:6]=[N:7][CH:8]=1. (4) Given the reactants [CH:1]1([NH:4][C:5]([C:7]2[CH:8]=[C:9]([F:28])[C:10]([CH3:27])=[C:11]([C:13]3[CH:14]=[C:15]4[C:19](=[CH:20][CH:21]=3)[N:18]([CH2:22][C:23](OC)=[O:24])[N:17]=[CH:16]4)[CH:12]=2)=[O:6])[CH2:3][CH2:2]1.[CH3:29][O:30][C:31]1[CH:38]=[CH:37][C:34]([CH2:35][NH2:36])=[CH:33][CH:32]=1, predict the reaction product. The product is: [CH:1]1([NH:4][C:5](=[O:6])[C:7]2[CH:12]=[C:11]([C:13]3[CH:14]=[C:15]4[C:19](=[CH:20][CH:21]=3)[N:18]([CH2:22][C:23]([NH:36][CH2:35][C:34]3[CH:37]=[CH:38][C:31]([O:30][CH3:29])=[CH:32][CH:33]=3)=[O:24])[N:17]=[CH:16]4)[C:10]([CH3:27])=[C:9]([F:28])[CH:8]=2)[CH2:3][CH2:2]1. (5) Given the reactants [N+:1]([C:4]1[CH:5]=[N:6][N:7]([CH2:9][CH2:10][CH:11]=O)[CH:8]=1)([O-:3])=[O:2].[NH:13]1[C:21]2[C:16](=[CH:17][CH:18]=[CH:19][CH:20]=2)[CH2:15][CH2:14]1.O, predict the reaction product. The product is: [N+:1]([C:4]1[CH:5]=[N:6][N:7]([CH2:9][CH2:10][CH2:11][N:13]2[C:21]3[C:16](=[CH:17][CH:18]=[CH:19][CH:20]=3)[CH2:15][CH2:14]2)[CH:8]=1)([O-:3])=[O:2]. (6) The product is: [F:31][C:30]([F:33])([F:32])[C:28]([OH:34])=[O:29].[C:23]([NH:22][C:19]1[CH:20]=[CH:21][C:16]([C:15]([NH:14][C:9]2[CH:10]=[CH:11][CH:12]=[CH:13][C:8]=2[NH2:7])=[O:26])=[CH:17][CH:18]=1)(=[O:25])[CH3:24]. Given the reactants C(OC(=O)[NH:7][C:8]1[CH:13]=[CH:12][CH:11]=[CH:10][C:9]=1[NH:14][C:15](=[O:26])[C:16]1[CH:21]=[CH:20][C:19]([NH:22][C:23](=[O:25])[CH3:24])=[CH:18][CH:17]=1)(C)(C)C.[C:28]([OH:34])([C:30]([F:33])([F:32])[F:31])=[O:29], predict the reaction product. (7) The product is: [CH2:9]([N:25]1[CH2:26][CH2:27][C:19]2([N:18]([C:28]3[CH:33]=[CH:32][C:31]([O:34][C:35]([F:36])([F:38])[F:37])=[CH:30][CH:29]=3)[C:17](=[O:39])[C:16]3[C:21](=[CH:22][C:13]([Br:12])=[CH:14][CH:15]=3)[NH:20]2)[CH2:23][CH2:24]1)[C:8]1[CH:10]=[CH:11][CH:5]=[CH:6][CH:7]=1. Given the reactants S([C:5]1[CH:11]=[CH:10][C:8]([CH3:9])=[CH:7][CH:6]=1)([O-])(=O)=O.[Br:12][C:13]1[CH:22]=[C:21]2[C:16]([C:17](=[O:39])[N:18]([C:28]3[CH:33]=[CH:32][C:31]([O:34][C:35]([F:38])([F:37])[F:36])=[CH:30][CH:29]=3)[C:19]3([CH2:27][CH2:26][NH:25][CH2:24][CH2:23]3)[NH:20]2)=[CH:15][CH:14]=1.C(=O)([O-])[O-].[Cs+].[Cs+].C(Br)C1C=CC=CC=1, predict the reaction product.